From a dataset of Peptide-MHC class I binding affinity with 185,985 pairs from IEDB/IMGT. Regression. Given a peptide amino acid sequence and an MHC pseudo amino acid sequence, predict their binding affinity value. This is MHC class I binding data. (1) The MHC is Mamu-A01 with pseudo-sequence Mamu-A01. The peptide sequence is KSPIYYFL. The binding affinity (normalized) is 1.00. (2) The peptide sequence is RLCYGGPWK. The MHC is HLA-A31:01 with pseudo-sequence HLA-A31:01. The binding affinity (normalized) is 0.0847. (3) The binding affinity (normalized) is 0.0847. The peptide sequence is DYKECEWPL. The MHC is HLA-B46:01 with pseudo-sequence HLA-B46:01. (4) The peptide sequence is PRFGSCYFL. The MHC is HLA-A68:02 with pseudo-sequence HLA-A68:02. The binding affinity (normalized) is 0.0847. (5) The MHC is HLA-A68:02 with pseudo-sequence HLA-A68:02. The peptide sequence is GLLPSLLLLL. The binding affinity (normalized) is 0.0383. (6) The peptide sequence is DIIRAHPWF. The MHC is HLA-A02:01 with pseudo-sequence HLA-A02:01. The binding affinity (normalized) is 0.0219. (7) The peptide sequence is NPMVIVNAA. The MHC is HLA-B54:01 with pseudo-sequence HLA-B54:01. The binding affinity (normalized) is 0.750. (8) The peptide sequence is RPLMKNTYL. The MHC is HLA-B57:01 with pseudo-sequence HLA-B57:01. The binding affinity (normalized) is 0.0847. (9) The peptide sequence is QTLISLNSM. The MHC is HLA-A02:06 with pseudo-sequence HLA-A02:06. The binding affinity (normalized) is 0.175. (10) The peptide sequence is NHIEVELSL. The MHC is Mamu-A07 with pseudo-sequence Mamu-A07. The binding affinity (normalized) is 0.811.